This data is from Full USPTO retrosynthesis dataset with 1.9M reactions from patents (1976-2016). The task is: Predict the reactants needed to synthesize the given product. (1) Given the product [C:28]([C:25]1[CH:24]=[C:21]([C:22]2[NH:6][C:4](=[O:5])[C:3]3[C:2](=[CH:10][C:9]([O:11][CH3:12])=[CH:8][C:7]=3[O:13][CH3:14])[N:1]=2)[CH:20]=[C:19]([C:15]([CH3:18])([CH3:17])[CH3:16])[C:26]=1[OH:27])([CH3:31])([CH3:30])[CH3:29], predict the reactants needed to synthesize it. The reactants are: [NH2:1][C:2]1[CH:10]=[C:9]([O:11][CH3:12])[CH:8]=[C:7]([O:13][CH3:14])[C:3]=1[C:4]([NH2:6])=[O:5].[C:15]([C:19]1[CH:20]=[C:21]([CH:24]=[C:25]([C:28]([CH3:31])([CH3:30])[CH3:29])[C:26]=1[OH:27])[CH:22]=O)([CH3:18])([CH3:17])[CH3:16].COC1C=C(OC)C=C2C=1C(=O)NC(C1C=CC=CN=1)=N2. (2) The reactants are: [C:1]([C:5]1[N:10]=[C:9]2[N:11]([CH2:14][C:15]3[C:19]([CH3:20])=[N:18][O:17][N:16]=3)[N:12]=[CH:13][C:8]2=[C:7]([N:21]2[CH2:25][CH2:24][C@H:23]([O:26][Si](C(C)(C)C)(C)C)[CH2:22]2)[N:6]=1)([CH3:4])([CH3:3])[CH3:2].CCCC[N+](CCCC)(CCCC)CCCC.[F-]. Given the product [C:1]([C:5]1[N:10]=[C:9]2[N:11]([CH2:14][C:15]3[C:19]([CH3:20])=[N:18][O:17][N:16]=3)[N:12]=[CH:13][C:8]2=[C:7]([N:21]2[CH2:25][CH2:24][C@H:23]([OH:26])[CH2:22]2)[N:6]=1)([CH3:4])([CH3:2])[CH3:3], predict the reactants needed to synthesize it. (3) Given the product [NH:1]1[C:5]2[CH:6]=[CH:7][CH:8]=[C:9]([C:10](=[CH:23][N:24]([CH3:26])[CH3:25])[C:11]([C:13]3[CH:18]=[CH:17][C:16]([Cl:19])=[CH:15][C:14]=3[Cl:20])=[O:12])[C:4]=2[N:3]=[N:2]1, predict the reactants needed to synthesize it. The reactants are: [NH:1]1[C:5]2[CH:6]=[CH:7][CH:8]=[C:9]([CH2:10][C:11]([C:13]3[CH:18]=[CH:17][C:16]([Cl:19])=[CH:15][C:14]=3[Cl:20])=[O:12])[C:4]=2[N:3]=[N:2]1.CO[CH:23](OC)[N:24]([CH3:26])[CH3:25]. (4) Given the product [Br:17][C:18]1[CH:23]=[C:22]([F:24])[C:21]([F:25])=[CH:20][C:19]=1[C:2]1[C:6]([CH:7]=[O:8])=[CH:5][N:4]([CH2:9][O:10][CH2:11][CH2:12][Si:13]([CH3:16])([CH3:15])[CH3:14])[N:3]=1, predict the reactants needed to synthesize it. The reactants are: I[C:2]1[C:6]([CH:7]=[O:8])=[CH:5][N:4]([CH2:9][O:10][CH2:11][CH2:12][Si:13]([CH3:16])([CH3:15])[CH3:14])[N:3]=1.[Br:17][C:18]1[CH:23]=[C:22]([F:24])[C:21]([F:25])=[CH:20][C:19]=1B(O)O.C([O-])([O-])=O.[K+].[K+]. (5) Given the product [NH2:1][C:2]1[N:3]=[CH:4][C:5]([C:8]2[CH:13]=[CH:12][C:11]([C:14]3[C:15]([C:20]([NH:28][C@H:26]([CH3:27])[C:25]([F:30])([F:29])[F:24])=[O:22])=[CH:16][CH:17]=[CH:18][CH:19]=3)=[CH:10][C:9]=2[F:23])=[N:6][CH:7]=1, predict the reactants needed to synthesize it. The reactants are: [NH2:1][C:2]1[CH:7]=[N:6][C:5]([C:8]2[CH:13]=[CH:12][C:11]([C:14]3[C:15]([C:20]([OH:22])=O)=[CH:16][CH:17]=[CH:18][CH:19]=3)=[CH:10][C:9]=2[F:23])=[CH:4][N:3]=1.[F:24][C:25]([F:30])([F:29])[C@H:26]([NH2:28])[CH3:27]. (6) Given the product [CH3:19][O:18][C:16]1[CH:15]=[CH:14][C:13]([CH:20]2[CH2:29][CH2:28][C:27]3[CH:26]=[C:25]([OH:30])[CH:24]=[CH:23][C:22]=3[CH2:21]2)=[C:12]([NH:11][CH2:10][CH2:9][CH2:8][CH2:6][C:5]2[CH:37]=[CH:38][C:2]([O:1][CH2:40][CH2:41][N:43]([CH2:45][CH2:46][O:47][CH3:48])[CH3:44])=[CH:3][CH:4]=2)[CH:17]=1, predict the reactants needed to synthesize it. The reactants are: [OH:1][C:2]1[CH:38]=[CH:37][C:5]([C:6]([CH2:8][CH2:9][CH2:10][NH:11][C:12]2[CH:17]=[C:16]([O:18][CH3:19])[CH:15]=[CH:14][C:13]=2[CH:20]2[CH2:29][CH2:28][C:27]3[CH:26]=[C:25]([O:30]C(=O)C(C)(C)C)[CH:24]=[CH:23][C:22]=3[CH2:21]2)=O)=[CH:4][CH:3]=1.Cl[CH2:40][C:41]([N:43]([CH2:45][CH2:46][O:47][CH3:48])[CH3:44])=O. (7) Given the product [Cl:34][C:15]1[C:14]([C:3]2[C:2](=[O:36])[NH:13][C:6]3[N:7]=[C:8]([S:11][CH3:12])[N:9]=[CH:10][C:5]=3[CH:4]=2)=[C:19]([Cl:20])[CH:18]=[CH:17][C:16]=1[NH:21][C:22](=[O:33])[C:23]1[CH:28]=[CH:27][CH:26]=[C:25]([C:29]([F:30])([F:31])[F:32])[CH:24]=1, predict the reactants needed to synthesize it. The reactants are: N[C:2]1[C:3]([C:14]2[C:15]([Cl:34])=[C:16]([NH:21][C:22](=[O:33])[C:23]3[CH:28]=[CH:27][CH:26]=[C:25]([C:29]([F:32])([F:31])[F:30])[CH:24]=3)[CH:17]=[CH:18][C:19]=2[Cl:20])=[CH:4][C:5]2[CH:10]=[N:9][C:8]([S:11][CH3:12])=[N:7][C:6]=2[N:13]=1.N([O-])=[O:36].[Na+]. (8) The reactants are: [Cl:1][C:2]1[CH:3]=[CH:4][C:5]2[N:11]3[CH:12]=[CH:13][CH:14]=[C:10]3[C@@H:9]([CH2:15][C:16]([NH:18][C:19]3[CH:20]=[C:21]([CH:26]=[CH:27][CH:28]=3)[C:22]([O:24]C)=[O:23])=[O:17])[O:8][C@H:7]([C:29]3[CH:34]=[CH:33][CH:32]=[C:31]([O:35][CH3:36])[C:30]=3[O:37][CH3:38])[C:6]=2[CH:39]=1.C(=O)([O-])[O-].[K+].[K+].Cl.C(OCC)(=O)C. Given the product [Cl:1][C:2]1[CH:3]=[CH:4][C:5]2[N:11]3[CH:12]=[CH:13][CH:14]=[C:10]3[C@@H:9]([CH2:15][C:16]([NH:18][C:19]3[CH:20]=[C:21]([CH:26]=[CH:27][CH:28]=3)[C:22]([OH:24])=[O:23])=[O:17])[O:8][C@H:7]([C:29]3[CH:34]=[CH:33][CH:32]=[C:31]([O:35][CH3:36])[C:30]=3[O:37][CH3:38])[C:6]=2[CH:39]=1, predict the reactants needed to synthesize it.